Dataset: Full USPTO retrosynthesis dataset with 1.9M reactions from patents (1976-2016). Task: Predict the reactants needed to synthesize the given product. (1) The reactants are: [F:1][C:2]1[C:10]([O:11][CH3:12])=[CH:9][CH:8]=[CH:7][C:3]=1[C:4](O)=[O:5].[H-].[H-].[H-].[H-].[Li+].[Al+3]. Given the product [F:1][C:2]1[C:10]([O:11][CH3:12])=[CH:9][CH:8]=[CH:7][C:3]=1[CH2:4][OH:5], predict the reactants needed to synthesize it. (2) Given the product [F:16][C:17]1[CH:24]=[CH:23][C:20]([CH2:21][N:3]2[C:4](=[O:15])[C:5]3[C@@H:6]4[C:11]([CH3:12])([CH3:13])[C@@:9]([CH3:14])([CH2:8][CH2:7]4)[C:10]=3[N:2]2[CH3:1])=[C:19]([C:25]([F:26])([F:27])[F:28])[CH:18]=1, predict the reactants needed to synthesize it. The reactants are: [CH3:1][N:2]1[C:10]2[C@@:9]3([CH3:14])[C:11]([CH3:13])([CH3:12])[C@H:6]([CH2:7][CH2:8]3)[C:5]=2[C:4](=[O:15])[NH:3]1.[F:16][C:17]1[CH:24]=[CH:23][C:20]([CH2:21]Br)=[C:19]([C:25]([F:28])([F:27])[F:26])[CH:18]=1. (3) Given the product [CH:65]1([C:68]([NH:70][C:46]2[CH:55]=[C:54]3[C:49]([CH:50]=[C:51]([C:57]4[CH:58]=[N:59][CH:60]=[C:61]([F:64])[C:62]=4[CH3:63])[N+:52]([O-:56])=[CH:53]3)=[CH:48][N:47]=2)=[O:69])[CH2:67][CH2:66]1, predict the reactants needed to synthesize it. The reactants are: C(=O)([O-])[O-].[Cs+].[Cs+].C1(P(C2CCCCC2)C2C(OC)=CC=C(OC)C=2C2C(C(C)C)=CC(C(C)C)=CC=2C(C)C)CCCCC1.Cl[C:46]1[CH:55]=[C:54]2[C:49]([CH:50]=[C:51]([C:57]3[CH:58]=[N:59][CH:60]=[C:61]([F:64])[C:62]=3[CH3:63])[N+:52]([O-:56])=[CH:53]2)=[CH:48][N:47]=1.[CH:65]1([C:68]([NH2:70])=[O:69])[CH2:67][CH2:66]1.